From a dataset of Full USPTO retrosynthesis dataset with 1.9M reactions from patents (1976-2016). Predict the reactants needed to synthesize the given product. The reactants are: [C:1](O)(=O)[CH2:2][C:3]([OH:5])=[O:4].[F:8][C:9]([F:19])([F:18])[C:10]1[CH:17]=[CH:16][C:13](C=O)=[CH:12][CH:11]=1.C(OC(=O)C)C.Cl. Given the product [F:8][C:9]([F:19])([F:18])[C:10]1[CH:17]=[CH:16][C:13]([CH:1]=[CH:2][C:3]([OH:5])=[O:4])=[CH:12][CH:11]=1, predict the reactants needed to synthesize it.